Dataset: Full USPTO retrosynthesis dataset with 1.9M reactions from patents (1976-2016). Task: Predict the reactants needed to synthesize the given product. (1) Given the product [C:1]([O:6][CH2:7][C@H:8]1[O:10][CH2:9]1)(=[O:5])[CH2:2][CH2:3][CH3:4], predict the reactants needed to synthesize it. The reactants are: [C:1]([O:6][CH2:7][CH:8]1[O:10][CH2:9]1)(=[O:5])[CH2:2][CH2:3][CH3:4].O.C(OCC1C=CC=CC=1)[C@@H]1OC1. (2) Given the product [CH2:12]([O:11][C:10]1[C:5]([OH:4])=[C:6]([C:15](=[O:25])[CH2:16][C:17]([N:19]2[CH2:20][CH2:21][O:22][CH2:23][CH2:24]2)=[O:18])[CH:7]=[CH:8][CH:9]=1)[CH:13]=[CH2:14], predict the reactants needed to synthesize it. The reactants are: C([O:4][C:5]1[C:10]([O:11][CH2:12][CH:13]=[CH2:14])=[CH:9][CH:8]=[CH:7][C:6]=1[C:15](=[O:25])[CH2:16][C:17]([N:19]1[CH2:24][CH2:23][O:22][CH2:21][CH2:20]1)=[O:18])C=C.[Cl-].[NH4+]. (3) Given the product [C:36]([C:35]1[CH:34]=[CH:33][C:32]([C@H:30]2[C@@:29]3([C:28]4[C:23](=[CH:24][CH:25]=[CH:26][CH:27]=4)[N:22]([CH2:10][C:7]4[CH:6]=[CH:5][C:4]([C:3]([NH:19][S:16]([CH:13]5[CH2:15][CH2:14]5)(=[O:18])=[O:17])=[O:12])=[CH:9][CH:8]=4)[C:21]3=[O:20])[CH2:31]2)=[CH:39][CH:38]=1)#[N:37], predict the reactants needed to synthesize it. The reactants are: CO[C:3](=[O:12])[C:4]1[CH:9]=[CH:8][C:7]([CH2:10]Br)=[CH:6][CH:5]=1.[CH:13]1([S:16]([NH2:19])(=[O:18])=[O:17])[CH2:15][CH2:14]1.[O:20]=[C:21]1[C@:29]2([CH2:31][C@@H:30]2[C:32]2[CH:39]=[CH:38][C:35]([C:36]#[N:37])=[CH:34][CH:33]=2)[C:28]2[C:23](=[CH:24][CH:25]=[CH:26][CH:27]=2)[NH:22]1. (4) Given the product [CH3:1][O:2][C:3]1[CH:8]=[CH:7][C:6]([C:9]2[CH:10]=[N:11][C:12]3[C:17]([CH:18]=2)=[CH:16][CH:15]=[CH:14][CH:13]=3)=[CH:5][C:4]=1[C:19](=[CH2:34])[C:20]([C:22]1[CH:23]=[CH:24][C:25]([C:26]([OH:28])=[O:27])=[CH:29][CH:30]=1)=[O:21], predict the reactants needed to synthesize it. The reactants are: [CH3:1][O:2][C:3]1[CH:8]=[CH:7][C:6]([C:9]2[CH:10]=[N:11][C:12]3[C:17]([CH:18]=2)=[CH:16][CH:15]=[CH:14][CH:13]=3)=[CH:5][C:4]=1[CH2:19][C:20]([C:22]1[CH:30]=[CH:29][C:25]([C:26]([OH:28])=[O:27])=[CH:24][CH:23]=1)=[O:21].C=O.N1CCCC[CH2:34]1.CC(O)=O.Cl.C([O-])(O)=O.[Na+]. (5) The reactants are: [Br:1][C:2]1[CH:3]=[C:4]2[C:9](=[CH:10][CH:11]=1)[O:8][CH:7]([C:12]1[CH:17]=[CH:16][CH:15]=[CH:14][CH:13]=1)[CH2:6][C:5]2=O.[CH3:19][C:20]([S:23]([NH2:26])(=O)=[O:24])([CH3:22])[CH3:21]. Given the product [Br:1][C:2]1[CH:3]=[C:4]2[C:9](=[CH:10][CH:11]=1)[O:8][CH:7]([C:12]1[CH:17]=[CH:16][CH:15]=[CH:14][CH:13]=1)[CH2:6][C:5]2=[N:26][S:23]([C:20]([CH3:22])([CH3:21])[CH3:19])=[O:24], predict the reactants needed to synthesize it. (6) Given the product [CH3:1][O:2][C:3](=[O:10])[CH2:4][C:5]([CH3:9])([CH:6]1[O:30][N:29]=[C:28]([C:27]2[CH:26]=[CH:25][C:24]([O:23][CH2:22][C:20]3[C:19]4[C:14](=[CH:15][CH:16]=[CH:17][CH:18]=4)[N:13]=[C:12]([CH3:11])[CH:21]=3)=[CH:32][CH:31]=2)[CH2:7]1)[CH3:8], predict the reactants needed to synthesize it. The reactants are: [CH3:1][O:2][C:3](=[O:10])[CH2:4][C:5]([CH3:9])([CH3:8])[CH:6]=[CH2:7].[CH3:11][C:12]1[CH:21]=[C:20]([CH2:22][O:23][C:24]2[CH:32]=[CH:31][C:27]([CH:28]=[N:29][OH:30])=[CH:26][CH:25]=2)[C:19]2[C:14](=[CH:15][CH:16]=[CH:17][CH:18]=2)[N:13]=1.